Dataset: Catalyst prediction with 721,799 reactions and 888 catalyst types from USPTO. Task: Predict which catalyst facilitates the given reaction. (1) Reactant: [F:1][C:2]([F:13])([F:12])[C:3]1[N:4]=[C:5]2[CH:10]=[CH:9][CH:8]=[CH:7][N:6]2[CH:11]=1.[Br:14]Br. Product: [Br:14][C:11]1[N:6]2[CH:7]=[CH:8][CH:9]=[CH:10][C:5]2=[N:4][C:3]=1[C:2]([F:1])([F:12])[F:13]. The catalyst class is: 8. (2) Reactant: Cl[C:2]1[C:11]2[C:6](=[CH:7][C:8]([OH:30])=[C:9]([C:12]3[N:13]=[N:14][C:15]([N:18]([CH3:29])[CH:19]4[CH2:24][C:23]([CH3:26])([CH3:25])[NH:22][C:21]([CH3:28])([CH3:27])[CH2:20]4)=[CH:16][CH:17]=3)[CH:10]=2)[N:5]=[C:4]([CH3:31])[CH:3]=1.[O:32]1[CH2:37][CH:36]=[C:35](B2OC(C)(C)C(C)(C)O2)[CH2:34][CH2:33]1.C([O-])(O)=O.[Na+]. Product: [O:32]1[CH2:33][CH:34]=[C:35]([C:2]2[C:11]3[C:6](=[CH:7][C:8]([OH:30])=[C:9]([C:12]4[N:13]=[N:14][C:15]([N:18]([CH3:29])[CH:19]5[CH2:20][C:21]([CH3:27])([CH3:28])[NH:22][C:23]([CH3:26])([CH3:25])[CH2:24]5)=[CH:16][CH:17]=4)[CH:10]=3)[N:5]=[C:4]([CH3:31])[CH:3]=2)[CH2:36][CH2:37]1. The catalyst class is: 77. (3) Reactant: [NH2:1][C:2]1[N:7]=[C:6](S(C)=O)[C:5]([C:11]#[N:12])=[C:4]([C:13]2[CH:18]=[CH:17][CH:16]=[CH:15][N:14]=2)[N:3]=1.[CH3:19][C:20]1[C:21]([CH2:27][OH:28])=[N:22][CH:23]=[C:24]([CH3:26])[CH:25]=1.C1CCN2C(=NCCC2)CC1. Product: [NH2:1][C:2]1[N:7]=[C:6]([O:28][CH2:27][C:21]2[C:20]([CH3:19])=[CH:25][C:24]([CH3:26])=[CH:23][N:22]=2)[C:5]([C:11]#[N:12])=[C:4]([C:13]2[CH:18]=[CH:17][CH:16]=[CH:15][N:14]=2)[N:3]=1. The catalyst class is: 57. (4) Reactant: Br[C:2]1[CH:3]=[CH:4][C:5]([F:14])=[C:6]([C:8]2[CH:13]=[CH:12][CH:11]=[CH:10][N:9]=2)[CH:7]=1.[B:15]1(B2OCC(C)(C)CO2)[O:20]CC(C)(C)C[O:16]1.C([O-])(=O)C.[K+].O1CCOCC1. Product: [F:14][C:5]1[CH:4]=[CH:3][C:2]([B:15]([OH:20])[OH:16])=[CH:7][C:6]=1[C:8]1[CH:13]=[CH:12][CH:11]=[CH:10][N:9]=1. The catalyst class is: 16. (5) Reactant: [Li+].[OH-].[NH2:3][C:4]1[C:9]([C:10]([F:13])([F:12])[F:11])=[CH:8][C:7]([CH2:14][C@@H:15]([O:36][C:37]([N:39]2[CH2:44][CH2:43][CH:42]([N:45]3[CH2:51][CH2:50][C:49]4[CH:52]=[CH:53][CH:54]=[CH:55][C:48]=4[NH:47][C:46]3=[O:56])[CH2:41][CH2:40]2)=[O:38])[C:16]([N:18]2[CH2:23][CH2:22][CH:21]([N:24]3[CH2:29][CH2:28][N:27]([CH3:30])[CH2:26][C@H:25]3[C:31]([O:33]CC)=[O:32])[CH2:20][CH2:19]2)=[O:17])=[CH:6][C:5]=1[Cl:57]. Product: [NH2:3][C:4]1[C:9]([C:10]([F:11])([F:13])[F:12])=[CH:8][C:7]([CH2:14][C@@H:15]([O:36][C:37]([N:39]2[CH2:40][CH2:41][CH:42]([N:45]3[CH2:51][CH2:50][C:49]4[CH:52]=[CH:53][CH:54]=[CH:55][C:48]=4[NH:47][C:46]3=[O:56])[CH2:43][CH2:44]2)=[O:38])[C:16]([N:18]2[CH2:19][CH2:20][CH:21]([N:24]3[CH2:29][CH2:28][N:27]([CH3:30])[CH2:26][C@H:25]3[C:31]([OH:33])=[O:32])[CH2:22][CH2:23]2)=[O:17])=[CH:6][C:5]=1[Cl:57]. The catalyst class is: 1.